Regression. Given two drug SMILES strings and cell line genomic features, predict the synergy score measuring deviation from expected non-interaction effect. From a dataset of NCI-60 drug combinations with 297,098 pairs across 59 cell lines. Drug 1: CNC(=O)C1=CC=CC=C1SC2=CC3=C(C=C2)C(=NN3)C=CC4=CC=CC=N4. Drug 2: CC=C1C(=O)NC(C(=O)OC2CC(=O)NC(C(=O)NC(CSSCCC=C2)C(=O)N1)C(C)C)C(C)C. Cell line: SK-MEL-5. Synergy scores: CSS=21.9, Synergy_ZIP=-3.65, Synergy_Bliss=-12.9, Synergy_Loewe=-73.1, Synergy_HSA=-16.9.